Dataset: B-cell epitopes from IEDB database with 3,159 antigens for binding position prediction. Task: Token-level Classification. Given an antigen amino acid sequence, predict which amino acid positions are active epitope sites capable of antibody binding. Output is a list of indices for active positions. (1) The epitope positions are: [0, 1, 2, 3, 4, 5, 6, 7, 8]. The amino acids at these positions are: PQITLWQRR. Given the antigen sequence: PQITLWQRRVVTIKVGGQLKEALLDTGADDTVLEDINLPGKWKPKMIGGIGGFIKVKQYEDILIEICGHKAIGTVLVGPTPVNIIGRNLLTQLGCTLNFPISPIETVPVKLKPGMDGPKVKQWPLTEEKIKVLTEICAEMEKEGKISKIGPENPYNTPVFAIKKKDSTKWRKLVDFRELNKRTQDFWEVQLGIPHPAGLKKKKSXTILDVGDAYFSVPLDKEFRKYTAFTIPSVNNETPGIRYQYNVLPMGWKGSPAIFQCSMTKILEPFRKQNPEIVIYQYVDDLYVASDLEIGQHRATIEELRQHLLRWGFTTPDKKXQKEPPFRWMGYELHPDKWTVQPIVLPEKDSWTVNDIQKLVGKLNWASQIYPGIKVKQLCRLLRGTKALTEVIPLTKEAELELAENREILKEPVHGVYYDPSKDLIAELQKQGQGQWTYQIYQEPFKNLKTGKYARMRGTHTNDVRQLTEAVQKIATESIVIWGKTPKFKLPIQKETWDT, which amino acid positions are active epitope sites? (2) Given the antigen sequence: MRGGGLICALVVGALVAAVASAAPAAPAAPRASGGVAATVAANGGPASRPPPVPSPATTKARKRKTKKPPKRPEATPPPDANATVAAGHATLRAHLREIKVENADAQFYVCPPPTGATVVQFEQPRRCPTRPEGQNYTEGIAVVFKENIAPYKFKATMYYKDVTVSQVWFGHRYSQFMGIFEDRAPVPFEEVIDKINAKGVCRSTAKYVRNNMETTAFHRDDHETDMELKPAKVATRTSRGWHTTDLKYNPSRVEAFHRYGTTVNCIVEEVDARSVYPYDEFVLATGDFVYMSPFYGYREGSHTEHTSYAADRFKQVDGFYARDLTTKARATSPTTRNLLTTPKFTVAWDWVPKRPAVCTMTKWQEVDEMLRAEYGGSFRFSSDAISTTFTTNLTEYSLSRVDLGDCIGRDAREAIDRMFARKYNATHIKVGQPQYYLATGGFLIAYQPLLSNTLAELYVREYMREQDRKPRNATPAPLREAPSANASVERIKTTSSIEF..., which amino acid positions are active epitope sites? The epitope positions are: [465, 466, 467, 468, 469, 470, 471, 472]. The amino acids at these positions are: EQDRKPRN. (3) The epitope positions are: [766, 767, 768, 769, 770, 771, 772, 773]. The amino acids at these positions are: LQDGQVKI. Given the antigen sequence: MRSLIYFWLSLPVLPTLSLPQDVYRCSARTNFRRFFSKFNVQAPAVVVLGGYLPSGETQGGAPRWYCAGRHETASGVHGIFLSHIRGGHGFEIGISQEPLDPSGYQLYLHKATNGNTNATARLRICQFPSNKTLGPTANDDVTTGRNCLFNKAIPAHMSEHSVVGITWDNDRVTVFADKIYHFYLKNEWSRVATKCYNSGGCAMQYVYEPIYYMLNVTSAGEDGISYQPCTANCIGYAANVFATESNGHIPEGFSFNNWFLLSNDSTLFHGKVVSNQPLLVNCLWAIPKIYGLGHFFSFNQTMDGVCNGATAYRAPEALRFNINDTSVILAEGSIVLHTALGTNLSFVCSNSSDPHKAIFSIPLGATQVPYYCFLKVDTYNSTVYKFLAVLPPTVREIVITKYGDVYVNGFGYLHLGLLDAVTINFTGHGTNDDVSGFWTIASTNFIDALVEVRATAIQRILYCDDPVCQLKCSQVSFDLDDGFYPISSRNLLSHEQPIS..., which amino acid positions are active epitope sites? (4) The epitope positions are: [208, 209, 210, 211, 212, 213, 214, 215, 216, 217, 218, 219, 220, 221, 222, 223]. The amino acids at these positions are: KHQPGGGKVQIVYKPV. Given the antigen sequence: MAEPRQEFEVMEDHAGTYGLGDRKDQGGYTMHQDQEGDTDAGLKAEEAGIGDTPSLEDEAAGHVTQARMVSKSKDGTGSDDKKAKGADGKTKIATPRGAAPPGQKGQANATRIPAKTPPAPKTPPSSGEPPKSGDRSGYSSPGSPGTPGSRSRTPSLPTPPTREPKKVAVVRTPPKSPSSAKSRLQTAPVPMPDLKNVKSKIGSTENLKHQPGGGKVQIVYKPVDLSKVTSKCGSLGNIHHKPGGGQVEVKSEKLDFKDRVQSKIGSLDNITHVPGGGNKKIETHKLTFRENAKAKTDHGAEIVYKSPVVSGDTSPRHLSNVSSTGSIDMVDSPQLATLADEVSASLAKQGL, which amino acid positions are active epitope sites?